Predict the product of the given reaction. From a dataset of Forward reaction prediction with 1.9M reactions from USPTO patents (1976-2016). (1) Given the reactants C([C:3]1([C:9]([OH:11])=[O:10])[CH2:8][CH2:7][O:6][CH2:5][CH2:4]1)#N.Cl, predict the reaction product. The product is: [O:6]1[CH2:7][CH2:8][CH:3]([C:9]([OH:11])=[O:10])[CH2:4][CH2:5]1. (2) Given the reactants [CH2:1]([N:8]1[CH2:13][CH2:12][N:11]([C:14]2[CH:26]=[C:25]3[C:17]([C:18]4[CH:19]=[C:20](Br)[CH:21]=[C:22]([C:27]([NH2:29])=[O:28])[C:23]=4[NH:24]3)=[CH:16][CH:15]=2)[CH2:10][CH2:9]1)[C:2]1[CH:7]=[CH:6][CH:5]=[CH:4][CH:3]=1.[C:31]1([CH3:40])[CH:36]=[CH:35][CH:34]=[C:33](B(O)O)[CH:32]=1.C([O-])([O-])=O.[Na+].[Na+], predict the reaction product. The product is: [CH2:1]([N:8]1[CH2:13][CH2:12][N:11]([C:14]2[CH:26]=[C:25]3[C:17]([C:18]4[CH:19]=[C:20]([C:33]5[CH:32]=[C:31]([CH3:40])[CH:36]=[CH:35][CH:34]=5)[CH:21]=[C:22]([C:27]([NH2:29])=[O:28])[C:23]=4[NH:24]3)=[CH:16][CH:15]=2)[CH2:10][CH2:9]1)[C:2]1[CH:7]=[CH:6][CH:5]=[CH:4][CH:3]=1. (3) Given the reactants [F:1][C:2]1[CH:36]=[CH:35][C:5]([CH2:6][NH:7][C:8]([C:10]2[N:11]=[C:12]3[N:24]([CH3:25])[C:23](=[O:26])[N:22]([CH2:27][CH2:28][N:29]4[CH2:34][CH2:33][O:32][CH2:31][CH2:30]4)[C:14]4=[CH:15][CH:16]=[N:17][C:18]([C:19]=2[O:20]C)=[C:13]34)=[O:9])=[CH:4][CH:3]=1.B(Br)(Br)Br, predict the reaction product. The product is: [F:1][C:2]1[CH:36]=[CH:35][C:5]([CH2:6][NH:7][C:8]([C:10]2[N:11]=[C:12]3[N:24]([CH3:25])[C:23](=[O:26])[N:22]([CH2:27][CH2:28][N:29]4[CH2:34][CH2:33][O:32][CH2:31][CH2:30]4)[C:14]4=[CH:15][CH:16]=[N:17][C:18]([C:19]=2[OH:20])=[C:13]34)=[O:9])=[CH:4][CH:3]=1. (4) Given the reactants [N:1]1([C:6]2[CH:11]=[CH:10][C:9]([C:12]3[CH:13]=[C:14]([N+:33]([O-])=O)[C:15]([NH:18][CH:19]4[CH2:24][CH2:23][N:22]([C:25]5[N:30]=[CH:29][C:28]([CH2:31][CH3:32])=[CH:27][N:26]=5)[CH2:21][CH2:20]4)=[N:16][CH:17]=3)=[CH:8][CH:7]=2)[CH:5]=[N:4][N:3]=[N:2]1.[N:36]([O-])=O.[Na+], predict the reaction product. The product is: [N:1]1([C:6]2[CH:11]=[CH:10][C:9]([C:12]3[CH:13]=[C:14]4[N:33]=[N:36][N:18]([CH:19]5[CH2:24][CH2:23][N:22]([C:25]6[N:30]=[CH:29][C:28]([CH2:31][CH3:32])=[CH:27][N:26]=6)[CH2:21][CH2:20]5)[C:15]4=[N:16][CH:17]=3)=[CH:8][CH:7]=2)[CH:5]=[N:4][N:3]=[N:2]1. (5) Given the reactants Br[C:2]1[C:3]([F:23])=[C:4]([CH:20]=[CH:21][CH:22]=1)[C:5]([N:7]1[CH2:12][CH2:11][N:10]([C:13]([O:15][C:16]([CH3:19])([CH3:18])[CH3:17])=[O:14])[CH2:9][CH2:8]1)=[O:6].CN(C)[CH:26]=[O:27].[Cl-].[NH4+], predict the reaction product. The product is: [F:23][C:3]1[C:2]([CH:26]=[O:27])=[CH:22][CH:21]=[CH:20][C:4]=1[C:5]([N:7]1[CH2:12][CH2:11][N:10]([C:13]([O:15][C:16]([CH3:19])([CH3:18])[CH3:17])=[O:14])[CH2:9][CH2:8]1)=[O:6]. (6) Given the reactants [Cl:1][C:2]1[CH:3]=[C:4]([C:9]2([C:21]([F:24])([F:23])[F:22])[O:13][N:12]=[C:11]([C:14]3[CH:15]=[C:16]([CH:18]=[CH:19][CH:20]=3)[NH2:17])[CH2:10]2)[CH:5]=[C:6]([Cl:8])[CH:7]=1.C(N(CC)CC)C.[F:32][C:33]([F:44])([F:43])[C:34](O[C:34](=[O:35])[C:33]([F:44])([F:43])[F:32])=[O:35].C(=O)(O)[O-].[Na+], predict the reaction product. The product is: [Cl:1][C:2]1[CH:3]=[C:4]([C:9]2([C:21]([F:22])([F:24])[F:23])[O:13][N:12]=[C:11]([C:14]3[CH:15]=[C:16]([NH:17][C:34](=[O:35])[C:33]([F:44])([F:43])[F:32])[CH:18]=[CH:19][CH:20]=3)[CH2:10]2)[CH:5]=[C:6]([Cl:8])[CH:7]=1. (7) Given the reactants [F:1][C:2]1[CH:7]=[CH:6][C:5]([NH:8][C:9]([C:11]2[CH:20]=[CH:19][C:14]([C:15]([O:17]C)=[O:16])=[CH:13][CH:12]=2)=[O:10])=[CH:4][CH:3]=1.CO.[Li+].[OH-], predict the reaction product. The product is: [F:1][C:2]1[CH:7]=[CH:6][C:5]([NH:8][C:9]([C:11]2[CH:12]=[CH:13][C:14]([C:15]([OH:17])=[O:16])=[CH:19][CH:20]=2)=[O:10])=[CH:4][CH:3]=1. (8) Given the reactants [BH4-].[Na+].[CH3:3][C:4]1[CH:9]=[C:8]([C:10]2[CH:15]=[CH:14][C:13]([C:16]([F:19])([F:18])[F:17])=[CH:12][CH:11]=2)[C:7]([C:20]([NH:22][C:23]2[CH:28]=[CH:27][C:26]([C:29](=[O:38])[CH2:30][CH2:31][C:32]3[CH:37]=[CH:36][CH:35]=[CH:34][N:33]=3)=[CH:25][CH:24]=2)=[O:21])=[CH:6][CH:5]=1, predict the reaction product. The product is: [OH:38][CH:29]([C:26]1[CH:27]=[CH:28][C:23]([NH:22][C:20]([C:7]2[C:8]([C:10]3[CH:11]=[CH:12][C:13]([C:16]([F:19])([F:17])[F:18])=[CH:14][CH:15]=3)=[CH:9][C:4]([CH3:3])=[CH:5][CH:6]=2)=[O:21])=[CH:24][CH:25]=1)[CH2:30][CH2:31][C:32]1[CH:37]=[CH:36][CH:35]=[CH:34][N:33]=1. (9) Given the reactants C([Si]([O:8][CH2:9][C:10]1[S:11][C:12]([Cl:26])=[C:13]([C:15]2([C:19]3[CH:24]=[CH:23][CH:22]=[C:21]([Cl:25])[CH:20]=3)[CH2:18][CH2:17][O:16]2)[CH:14]=1)(C)C)(C)(C)C, predict the reaction product. The product is: [Cl:26][C:12]1[S:11][C:10]([CH2:9][OH:8])=[CH:14][C:13]=1[C:15]1([C:19]2[CH:24]=[CH:23][CH:22]=[C:21]([Cl:25])[CH:20]=2)[CH2:18][CH2:17][O:16]1. (10) Given the reactants [CH2:1]([C:5]1[S:9][C:8]([C:10]([OH:12])=O)=[CH:7][CH:6]=1)[CH:2]([CH3:4])[CH3:3].C([O:20][C:21]1[C:30]([CH3:31])=[CH:29][C:24]([C:25]([NH:27][NH2:28])=O)=[CH:23][C:22]=1[CH2:32][CH3:33])C1C=CC=CC=1, predict the reaction product. The product is: [CH2:32]([C:22]1[CH:23]=[C:24]([C:25]2[O:12][C:10]([C:8]3[S:9][C:5]([CH2:1][CH:2]([CH3:3])[CH3:4])=[CH:6][CH:7]=3)=[N:28][N:27]=2)[CH:29]=[C:30]([CH3:31])[C:21]=1[OH:20])[CH3:33].